This data is from NCI-60 drug combinations with 297,098 pairs across 59 cell lines. The task is: Regression. Given two drug SMILES strings and cell line genomic features, predict the synergy score measuring deviation from expected non-interaction effect. Drug 1: CC1CCC2CC(C(=CC=CC=CC(CC(C(=O)C(C(C(=CC(C(=O)CC(OC(=O)C3CCCCN3C(=O)C(=O)C1(O2)O)C(C)CC4CCC(C(C4)OC)OCCO)C)C)O)OC)C)C)C)OC. Drug 2: CC(C)CN1C=NC2=C1C3=CC=CC=C3N=C2N. Cell line: NCI-H460. Synergy scores: CSS=5.04, Synergy_ZIP=4.70, Synergy_Bliss=7.30, Synergy_Loewe=4.21, Synergy_HSA=3.90.